This data is from Catalyst prediction with 721,799 reactions and 888 catalyst types from USPTO. The task is: Predict which catalyst facilitates the given reaction. (1) Reactant: [P:1](Cl)(Cl)(=[O:10])[O:2][C:3]1[CH:8]=[CH:7][C:6]([Cl:9])=[CH:5][CH:4]=1.[F:13][C:14]1[C:19]([OH:20])=[C:18]([F:21])[C:17]([F:22])=[C:16]([F:23])[C:15]=1[F:24].C(N(CC)CC)C.Cl.[CH:33]([O:36][C:37](=[O:41])[C@H:38]([CH3:40])[NH2:39])([CH3:35])[CH3:34]. Product: [Cl:9][C:6]1[CH:7]=[CH:8][C:3]([O:2][P:1]([NH:39][C@@H:38]([CH3:40])[C:37]([O:36][CH:33]([CH3:35])[CH3:34])=[O:41])([O:20][C:19]2[C:14]([F:13])=[C:15]([F:24])[C:16]([F:23])=[C:17]([F:22])[C:18]=2[F:21])=[O:10])=[CH:4][CH:5]=1. The catalyst class is: 2. (2) Reactant: Cl[C:2]1[C:7]([S:8]([N:11]2[CH2:32][CH2:31][C:14]3([C:18](=[O:19])[N:17]([C:20]4[CH:25]=[CH:24][C:23]([O:26][C:27]([F:30])([F:29])[F:28])=[CH:22][CH:21]=4)[CH2:16][CH2:15]3)[CH2:13][CH2:12]2)(=[O:10])=[O:9])=[CH:6][CH:5]=[CH:4][N:3]=1.[CH3:33][O-:34].[Na+]. Product: [CH3:33][O:34][C:2]1[C:7]([S:8]([N:11]2[CH2:32][CH2:31][C:14]3([C:18](=[O:19])[N:17]([C:20]4[CH:25]=[CH:24][C:23]([O:26][C:27]([F:30])([F:29])[F:28])=[CH:22][CH:21]=4)[CH2:16][CH2:15]3)[CH2:13][CH2:12]2)(=[O:10])=[O:9])=[CH:6][CH:5]=[CH:4][N:3]=1. The catalyst class is: 125. (3) Reactant: [C:1]1([C:7]2[CH:12]=[C:11](C(O)=O)[CH:10]=[C:9]([C:16]3[CH:21]=[CH:20][CH:19]=[CH:18][CH:17]=3)[CH:8]=2)[CH:6]=[CH:5][CH:4]=[CH:3][CH:2]=1.C([N:24]([CH2:27]C)CC)C.C1C=CC(P(N=[N+]=[N-])(C2C=CC=CC=2)=[O:36])=CC=1.[C:46]([OH:50])([CH3:49])([CH3:48])[CH3:47]. Product: [C:1]1([C:7]2[CH:12]=[C:11]([NH:24][C:27](=[O:36])[O:50][C:46]([CH3:49])([CH3:48])[CH3:47])[CH:10]=[C:9]([C:16]3[CH:17]=[CH:18][CH:19]=[CH:20][CH:21]=3)[CH:8]=2)[CH:6]=[CH:5][CH:4]=[CH:3][CH:2]=1. The catalyst class is: 11.